This data is from Full USPTO retrosynthesis dataset with 1.9M reactions from patents (1976-2016). The task is: Predict the reactants needed to synthesize the given product. (1) Given the product [CH:1]1([S:4]([NH:7][C@H:8]2[C@@H:13]3[C@@:11]([CH3:14])([CH2:12]3)[C@@H:10]([C:15]([OH:17])=[O:16])[CH2:9]2)(=[O:5])=[O:6])[CH2:2][CH2:3]1.[CH:20]1([S:23]([NH:26][C@@H:27]2[C@H:32]3[C@:30]([CH3:33])([CH2:31]3)[C@H:29]([C:34]([OH:36])=[O:35])[CH2:28]2)(=[O:24])=[O:25])[CH2:21][CH2:22]1, predict the reactants needed to synthesize it. The reactants are: [CH:1]1([S:4]([NH:7][C@H:8]2[C@@H:13]3[C@@:11]([CH3:14])([CH2:12]3)[C@@H:10]([C:15]([O:17]CC)=[O:16])[CH2:9]2)(=[O:6])=[O:5])[CH2:3][CH2:2]1.[CH:20]1([S:23]([NH:26][C@@H:27]2[C@H:32]3[C@:30]([CH3:33])([CH2:31]3)[C@H:29]([C:34]([O:36]CC)=[O:35])[CH2:28]2)(=[O:25])=[O:24])[CH2:22][CH2:21]1. (2) Given the product [CH3:9][S:8][C:4]1[N:3]=[C:2]([C:30]#[C:29][C:31]2[CH:36]=[CH:35][CH:34]=[CH:33][C:32]=2[CH2:37][C:38]([O:40][CH3:41])=[O:39])[CH:7]=[CH:6][N:5]=1, predict the reactants needed to synthesize it. The reactants are: Cl[C:2]1[CH:7]=[CH:6][N:5]=[C:4]([S:8][CH3:9])[N:3]=1.C1C=CC(P(C2C=CC=CC=2)C2C=CC=CC=2)=CC=1.[C:29]([C:31]1[CH:36]=[CH:35][CH:34]=[CH:33][C:32]=1[CH2:37][C:38]([O:40][CH3:41])=[O:39])#[CH:30].CCN(CC)CC. (3) Given the product [CH3:32][C:23]1([CH3:33])[CH2:24][CH2:25][C:26]2[C:31]3=[C:30]([C:20]([C:18]4[C:17](=[O:16])[NH:14][C:12](=[O:13])[C:11]=4[C:6]4[C:5]5[C:9](=[CH:10][C:2]([F:1])=[CH:3][CH:4]=5)[NH:8][CH:7]=4)=[CH:21][N:22]13)[CH:29]=[CH:28][CH:27]=2, predict the reactants needed to synthesize it. The reactants are: [F:1][C:2]1[CH:10]=[C:9]2[C:5]([C:6]([CH2:11][C:12]([NH2:14])=[O:13])=[CH:7][NH:8]2)=[CH:4][CH:3]=1.C[O:16][C:17](=O)[C:18]([C:20]1[C:30]2=[C:31]3[C:26](=[CH:27][CH:28]=[CH:29]2)[CH2:25][CH2:24][C:23]([CH3:33])([CH3:32])[N:22]3[CH:21]=1)=O. (4) The reactants are: [C:1]([O:4][CH2:5][C:6]1[C:11]2[C:12]([O:34]CC3C=CC=CC=3)=[N:13][N:14]([C:15]([C:28]3[CH:33]=[CH:32][CH:31]=[CH:30][CH:29]=3)([C:22]3[CH:27]=[CH:26][CH:25]=[CH:24][CH:23]=3)[C:16]3[CH:21]=[CH:20][CH:19]=[CH:18][CH:17]=3)[C:10]=2[CH:9]=[C:8]([Cl:42])[N:7]=1)(=[O:3])[CH3:2]. Given the product [C:1]([O:4][CH2:5][C:6]1[C:11]2[C:12](=[O:34])[NH:13][N:14]([C:15]([C:22]3[CH:27]=[CH:26][CH:25]=[CH:24][CH:23]=3)([C:28]3[CH:29]=[CH:30][CH:31]=[CH:32][CH:33]=3)[C:16]3[CH:21]=[CH:20][CH:19]=[CH:18][CH:17]=3)[C:10]=2[CH:9]=[C:8]([Cl:42])[N:7]=1)(=[O:3])[CH3:2], predict the reactants needed to synthesize it. (5) Given the product [CH3:18][O:19][C:20](=[O:30])[C:21]1[CH:26]=[CH:25][C:14]([N:13]([C:10]2[CH:11]=[CH:12][C:7]([O:6][Si:5]([C:1]([CH3:4])([CH3:3])[CH3:2])([CH3:17])[CH3:16])=[CH:8][C:9]=2[CH3:15])[CH3:31])=[C:23]([CH3:24])[C:22]=1[CH3:29], predict the reactants needed to synthesize it. The reactants are: [C:1]([Si:5]([CH3:17])([CH3:16])[O:6][C:7]1[CH:12]=[CH:11][C:10]([NH:13][CH3:14])=[C:9]([CH3:15])[CH:8]=1)([CH3:4])([CH3:3])[CH3:2].[CH3:18][O:19][C:20](=[O:30])[C:21]1[CH:26]=[CH:25][C:24](C=O)=[CH:23][C:22]=1[CH3:29].[C:31](O)(=O)C.C(O[BH-](OC(=O)C)OC(=O)C)(=O)C.[Na+]. (6) Given the product [F:8][CH:9]([CH2:24][N:25]1[CH:29]=[C:28]([NH:30][C:31](=[O:38])[CH2:32][N:33]2[CH2:34][CH:35]([F:37])[CH2:36]2)[N:27]=[N:26]1)[CH2:10][CH2:11][N:12]1[CH:16]=[C:15]([C:17]([OH:19])=[O:18])[N:14]=[N:13]1, predict the reactants needed to synthesize it. The reactants are: C(O)(C(F)(F)F)=O.[F:8][CH:9]([CH2:24][N:25]1[CH:29]=[C:28]([NH:30][C:31](=[O:38])[CH2:32][N:33]2[CH2:36][CH:35]([F:37])[CH2:34]2)[N:27]=[N:26]1)[CH2:10][CH2:11][N:12]1[CH:16]=[C:15]([C:17]([O:19]C(C)(C)C)=[O:18])[N:14]=[N:13]1.O. (7) Given the product [ClH:1].[C:8]([C:10]1([C:23]2[CH:28]=[CH:27][CH:26]=[CH:25][C:24]=2[CH2:29][CH2:30][C:31]([O:33][CH2:34][CH3:35])=[O:32])[CH2:15][CH2:14][NH:13][CH2:12][CH2:11]1)#[N:9], predict the reactants needed to synthesize it. The reactants are: [ClH:1].O1CCOCC1.[C:8]([C:10]1([C:23]2[CH:28]=[CH:27][CH:26]=[CH:25][C:24]=2[CH2:29][CH2:30][C:31]([O:33][CH2:34][CH3:35])=[O:32])[CH2:15][CH2:14][N:13](C(OC(C)(C)C)=O)[CH2:12][CH2:11]1)#[N:9].